From a dataset of Full USPTO retrosynthesis dataset with 1.9M reactions from patents (1976-2016). Predict the reactants needed to synthesize the given product. Given the product [F:1][C:2]1[CH:10]=[CH:9][C:8]2[N:7]([C:21]3[C:22]([CH3:35])=[N:23][C:24]([N:27]4[CH2:31][CH2:30][C@H:29]([C:32]([OH:34])=[O:33])[CH2:28]4)=[N:25][CH:26]=3)[C:6]3[CH:11]=[N:12][N:13]([CH:14]4[CH2:19][CH2:18][CH2:17][CH2:16][O:15]4)[C:5]=3[C:4]=2[CH:3]=1, predict the reactants needed to synthesize it. The reactants are: [F:1][C:2]1[CH:10]=[CH:9][C:8]2[NH:7][C:6]3[CH:11]=[N:12][N:13]([CH:14]4[CH2:19][CH2:18][CH2:17][CH2:16][O:15]4)[C:5]=3[C:4]=2[CH:3]=1.Br[C:21]1[C:22]([CH3:35])=[N:23][C:24]([N:27]2[CH2:31][CH2:30][C@H:29]([C:32]([OH:34])=[O:33])[CH2:28]2)=[N:25][CH:26]=1.C([O-])([O-])=O.[Cs+].[Cs+].